Predict the reaction yield, written as a fraction of the theoretical maximum amount of product (1.0 means a 100% yield; for example, 0.34 means a 34% yield). From a dataset of Reaction yield outcomes from USPTO patents with 853,638 reactions. (1) The reactants are [CH2:1]([S:8][C:9]1[CH:17]=[CH:16][CH:15]=[C:14]2[C:10]=1[CH:11]=[CH:12][NH:13]2)[C:2]1[CH:7]=[CH:6][CH:5]=[CH:4][CH:3]=1.[H-].[Na+].Cl[C:21]1[N:26]=[C:25]([Cl:27])[CH:24]=[CH:23][N:22]=1.O. The yield is 0.140. The catalyst is CN(C=O)C. The product is [CH2:1]([S:8][C:9]1[CH:17]=[CH:16][CH:15]=[C:14]2[C:10]=1[CH:11]=[CH:12][N:13]2[C:21]1[N:26]=[C:25]([Cl:27])[CH:24]=[CH:23][N:22]=1)[C:2]1[CH:3]=[CH:4][CH:5]=[CH:6][CH:7]=1. (2) The reactants are [CH3:1][C:2]1[CH:3]=[C:4]([NH2:9])[C:5]([NH2:8])=[CH:6][CH:7]=1.[CH:10]([CH:12]=O)=O. The catalyst is C(O)(C)C. The product is [CH3:1][C:2]1[CH:3]=[C:4]2[C:5](=[CH:6][CH:7]=1)[N:8]=[CH:12][CH:10]=[N:9]2. The yield is 0.930. (3) The reactants are [N:1]12[CH2:8][CH2:7][C:4]([C:9]([C:17]3[CH:22]=[CH:21][CH:20]=[CH:19][CH:18]=3)([C:11]3[CH:16]=[CH:15][CH:14]=[CH:13][CH:12]=3)[OH:10])([CH2:5][CH2:6]1)[CH2:3][CH2:2]2.[Br:23][CH2:24][CH2:25][OH:26]. The catalyst is CC#N. The product is [Br-:23].[OH:10][C:9]([C:17]1[CH:22]=[CH:21][CH:20]=[CH:19][CH:18]=1)([C:11]1[CH:12]=[CH:13][CH:14]=[CH:15][CH:16]=1)[C:4]12[CH2:5][CH2:6][N+:1]([CH2:24][CH2:25][OH:26])([CH2:2][CH2:3]1)[CH2:8][CH2:7]2. The yield is 0.601. (4) The reactants are [F:1][C:2]1[CH:7]=[CH:6][C:5]([F:8])=[CH:4][C:3]=1[C@H:9]1[CH2:13][CH2:12][CH2:11][N:10]1[C:14]1[CH:19]=[CH:18][N:17]2[N:20]=[CH:21][C:22]([NH2:23])=[C:16]2[N:15]=1.C1N=CN([C:29]([N:31]2[CH:35]=N[CH:33]=[CH:32]2)=[O:30])C=1.N1CC[C@H:38]([OH:41])C1. The catalyst is C(Cl)Cl. The product is [F:1][C:2]1[CH:7]=[CH:6][C:5]([F:8])=[CH:4][C:3]=1[C@H:9]1[CH2:13][CH2:12][CH2:11][N:10]1[C:14]1[CH:19]=[CH:18][N:17]2[N:20]=[CH:21][C:22]([NH:23][C:29]([N:31]3[CH2:32][CH2:33][C@H:38]([OH:41])[CH2:35]3)=[O:30])=[C:16]2[N:15]=1. The yield is 0.740. (5) The reactants are [CH3:1][O:2][C:3]1[CH:8]=[CH:7][C:6]([NH:9][C:10](=[O:21])[CH2:11][C:12]2[CH:17]=[CH:16][C:15]([N+:18]([O-])=O)=[CH:14][CH:13]=2)=[CH:5][CH:4]=1. The catalyst is [Pd].CCO. The product is [NH2:18][C:15]1[CH:14]=[CH:13][C:12]([CH2:11][C:10]([NH:9][C:6]2[CH:5]=[CH:4][C:3]([O:2][CH3:1])=[CH:8][CH:7]=2)=[O:21])=[CH:17][CH:16]=1. The yield is 0.950. (6) The reactants are [N:1]12[CH2:8][CH2:7][C:4]([C:9]([C:17]3[CH:22]=[CH:21][CH:20]=[CH:19][CH:18]=3)([C:11]3[CH:16]=[CH:15][CH:14]=[CH:13][CH:12]=3)[OH:10])([CH2:5][CH2:6]1)[CH2:3][CH2:2]2.[Br:23][CH2:24][CH2:25][CH2:26][O:27][C:28]1[CH:33]=[CH:32][CH:31]=[CH:30][C:29]=1[O:34][CH2:35][C:36]1[CH:41]=[CH:40][CH:39]=[CH:38][CH:37]=1. The catalyst is CC#N. The product is [Br-:23].[OH:10][C:9]([C:17]1[CH:22]=[CH:21][CH:20]=[CH:19][CH:18]=1)([C:11]1[CH:12]=[CH:13][CH:14]=[CH:15][CH:16]=1)[C:4]12[CH2:5][CH2:6][N+:1]([CH2:24][CH2:25][CH2:26][O:27][C:28]3[CH:33]=[CH:32][CH:31]=[CH:30][C:29]=3[O:34][CH2:35][C:36]3[CH:41]=[CH:40][CH:39]=[CH:38][CH:37]=3)([CH2:2][CH2:3]1)[CH2:8][CH2:7]2. The yield is 0.714. (7) No catalyst specified. The reactants are [S:1]([Cl:5])(=O)(=[O:3])[OH:2].[CH3:6][N:7]1[C:15]2[C:10](=[CH:11][CH:12]=[CH:13][CH:14]=2)[CH2:9][CH2:8]1. The product is [CH3:6][N:7]1[C:15]2[C:10](=[CH:11][CH:12]=[C:13]([S:1]([Cl:5])(=[O:3])=[O:2])[CH:14]=2)[CH2:9][CH2:8]1. The yield is 0.0700. (8) The reactants are [F:1][C:2]1[C:7]([F:8])=[CH:6][CH:5]=[CH:4][C:3]=1[C@@H:9]1[CH2:19][CH2:18][C@@H:17](O)[C:12]2=[N:13][CH:14]=[CH:15][CH:16]=[C:11]2[CH2:10]1.[OH-].COC(NS([N+](CC)(CC)CC)(=O)=O)=O. The catalyst is C1C=CC=CC=1. The product is [F:1][C:2]1[C:7]([F:8])=[CH:6][CH:5]=[CH:4][C:3]=1[C@@H:9]1[CH2:19][CH:18]=[CH:17][C:12]2=[N:13][CH:14]=[CH:15][CH:16]=[C:11]2[CH2:10]1. The yield is 0.450. (9) The reactants are [OH:1][C:2]([CH3:33])([CH3:32])[CH2:3][C@@:4]1([C:26]2[CH:31]=[CH:30][CH:29]=[CH:28][CH:27]=2)[O:9][C:8](=[O:10])[N:7]([C@H:11]([C:13]2[CH:18]=[CH:17][C:16]([C:19]3[CH:24]=[CH:23][NH:22][C:21](=[O:25])[CH:20]=3)=[CH:15][CH:14]=2)[CH3:12])[CH2:6][CH2:5]1.C1C=CN=C(C2C=[CH:42][CH:43]=[CH:44]N=2)C=1.C1(B(O)O)CC1.C([O-])([O-])=O.[Na+].[Na+]. The catalyst is ClC(Cl)C.CC([O-])=O.CC([O-])=O.[Cu+2]. The product is [CH:42]1([N:22]2[CH:23]=[CH:24][C:19]([C:16]3[CH:17]=[CH:18][C:13]([C@@H:11]([N:7]4[CH2:6][CH2:5][C@:4]([CH2:3][C:2]([OH:1])([CH3:32])[CH3:33])([C:26]5[CH:31]=[CH:30][CH:29]=[CH:28][CH:27]=5)[O:9][C:8]4=[O:10])[CH3:12])=[CH:14][CH:15]=3)=[CH:20][C:21]2=[O:25])[CH2:43][CH2:44]1. The yield is 0.850.